Predict the reaction yield, written as a fraction of the theoretical maximum amount of product (1.0 means a 100% yield; for example, 0.34 means a 34% yield). From a dataset of Reaction yield outcomes from USPTO patents with 853,638 reactions. (1) The reactants are N([O-])=O.[Na+].[Br:5][C:6]1[CH:11]=[CH:10][C:9]([Br:12])=[CH:8][C:7]=1N.S([O-])([O-])(=O)=[O:15].[Na+].[Na+]. The catalyst is FC(F)(F)C(O)=O.S(=O)(=O)(O)O. The product is [Br:5][C:6]1[CH:11]=[CH:10][C:9]([Br:12])=[CH:8][C:7]=1[OH:15]. The yield is 0.410. (2) The reactants are CC1C=CC(S(OCC2CC3C=CC(OC)=CC=3O2)(=O)=O)=CC=1.[N-]=[N+]=[N-].[Na+].[N:28]([CH2:31][CH:32]1[CH2:36][C:35]2[CH:37]=[CH:38][C:39]([O:41][CH3:42])=[CH:40][C:34]=2[O:33]1)=[N+]=[N-].[N-]=[N+]=[N-]. The catalyst is [Pd]. The product is [CH3:42][O:41][C:39]1[CH:38]=[CH:37][C:35]2[CH2:36][CH:32]([CH2:31][NH2:28])[O:33][C:34]=2[CH:40]=1. The yield is 0.690. (3) The reactants are C([O:3][C:4]([C:6]1[S:10][C:9]([C:11]#[C:12][C:13]2[CH:18]=[CH:17][CH:16]=[CH:15][CH:14]=2)=[N:8][CH:7]=1)=[O:5])C.[OH-].[Li+].O1CCCC1. The catalyst is O. The product is [C:13]1([C:12]#[C:11][C:9]2[S:10][C:6]([C:4]([OH:5])=[O:3])=[CH:7][N:8]=2)[CH:18]=[CH:17][CH:16]=[CH:15][CH:14]=1. The yield is 0.970. (4) The catalyst is C1COCC1. The reactants are [CH3:1][NH:2][C:3]([C:5]1[C:6]2[CH2:7][CH2:8][C:9]([O:26]C)([C:20]3[CH:25]=[CH:24][CH:23]=[CH:22][CH:21]=3)[O:10][C:11]=2[C:12]2[N:16]=[C:15]([CH3:17])[N:14]([CH3:18])[C:13]=2[CH:19]=1)=[O:4].Cl.O.[OH-].[Na+]. The yield is 0.900. The product is [CH3:1][NH:2][C:3]([C:5]1[C:6]([CH2:7][CH2:8][C:9](=[O:26])[C:20]2[CH:25]=[CH:24][CH:23]=[CH:22][CH:21]=2)=[C:11]([OH:10])[C:12]2[N:16]=[C:15]([CH3:17])[N:14]([CH3:18])[C:13]=2[CH:19]=1)=[O:4]. (5) The reactants are [C:1]1([C@H:7]2[C:12](=[O:13])[CH:11]=[CH:10][CH2:9][N:8]2[S:14]([C:17]2[CH:23]=[CH:22][C:20]([CH3:21])=[CH:19][CH:18]=2)(=[O:16])=[O:15])[CH:6]=[CH:5][CH:4]=[CH:3][CH:2]=1. The catalyst is C(OCC)(=O)C.[Pd]. The product is [C:1]1([C@H:7]2[C:12](=[O:13])[CH2:11][CH2:10][CH2:9][N:8]2[S:14]([C:17]2[CH:18]=[CH:19][C:20]([CH3:21])=[CH:22][CH:23]=2)(=[O:16])=[O:15])[CH:2]=[CH:3][CH:4]=[CH:5][CH:6]=1. The yield is 1.00. (6) The reactants are [OH-].[K+].C[O:4][C:5](=[O:18])[C:6]([CH3:17])([CH3:16])[CH2:7][O:8][CH2:9][C:10]1[CH:15]=[CH:14][CH:13]=[CH:12][CH:11]=1. The catalyst is C(O)C. The product is [CH2:9]([O:8][CH2:7][C:6]([CH3:17])([CH3:16])[C:5]([OH:18])=[O:4])[C:10]1[CH:15]=[CH:14][CH:13]=[CH:12][CH:11]=1. The yield is 0.320. (7) The reactants are [S:1]([N:17](S(C1C2C=CC=C(N(C)C)C=2C=CC=1)(=O)=O)[CH2:18][CH2:19][S:20][S:21][CH2:22][CH2:23][NH2:24])([C:4]1[C:16]2[CH:15]=[CH:14][CH:13]=[C:9]([N:10]([CH3:12])[CH3:11])[C:8]=2[CH:7]=[CH:6][CH:5]=1)(=[O:3])=[O:2].C(C(O)=O)CP(CCC(O)=O)CCC(O)=O.[Br:57][C:58]1[C:63](=[O:64])[NH:62][C:60](=[O:61])[C:59]=1Br. The catalyst is CO. The product is [Br:57][N:17]([S:1]([C:4]1[C:16]2[CH:15]=[CH:14][CH:13]=[C:9]([N:10]([CH3:12])[CH3:11])[C:8]=2[CH:7]=[CH:6][CH:5]=1)(=[O:3])=[O:2])[CH2:18][CH2:19][S:20][S:21][CH2:22][CH2:23][NH2:24].[C:60]1(=[O:61])[NH:62][C:63](=[O:64])[CH:58]=[CH:59]1. The yield is 0.220. (8) The reactants are CCC(C)[BH-](C(C)CC)C(C)CC.[Li+].[CH3:15][Si:16]([CH3:25])([CH3:24])[CH:17]1[CH2:22][CH2:21][C:20](=[O:23])[CH2:19][CH2:18]1. The catalyst is C1COCC1. The product is [CH3:15][Si:16]([CH3:25])([CH3:24])[C@@H:17]1[CH2:22][CH2:21][C@H:20]([OH:23])[CH2:19][CH2:18]1. The yield is 0.510. (9) The reactants are [CH:1]1([C:4]2[N:5]=[C:6]3[C:12]([C:13](O)=[O:14])=[CH:11][N:10]([CH2:16][O:17][CH2:18][CH2:19][Si:20]([CH3:23])([CH3:22])[CH3:21])[C:7]3=[N:8][CH:9]=2)[CH2:3][CH2:2]1.Cl.[NH2:25][CH:26]([CH:32]1[CH2:34][CH2:33]1)[C:27]([CH3:31])([CH3:30])[C:28]#[N:29].C1C=CC2N(O)N=NC=2C=1.C(Cl)CCl.C(N(C(C)C)CC)(C)C. The catalyst is CN(C=O)C. The product is [C:28]([C:27]([CH3:31])([CH3:30])[CH:26]([NH:25][C:13]([C:12]1[C:6]2[C:7](=[N:8][CH:9]=[C:4]([CH:1]3[CH2:3][CH2:2]3)[N:5]=2)[N:10]([CH2:16][O:17][CH2:18][CH2:19][Si:20]([CH3:23])([CH3:21])[CH3:22])[CH:11]=1)=[O:14])[CH:32]1[CH2:34][CH2:33]1)#[N:29]. The yield is 0.740. (10) The reactants are [C:1]([O:5][C:6]([C@@H:8]1[C@H:12]2[CH2:13][CH2:14][CH2:15][C@H:11]2[CH2:10][NH:9]1)=[O:7])([CH3:4])([CH3:3])[CH3:2].[C:16]([OH:21])(=[O:20])[C:17]([OH:19])=[O:18].C([O-])(=O)C([O-])=O. The catalyst is C(OC(C)(C)C)(=O)C.CC(O)C. The product is [C:16]([OH:21])(=[O:20])[C:17]([OH:19])=[O:18].[C:1]([O:5][C:6]([C@@H:8]1[C@H:12]2[CH2:13][CH2:14][CH2:15][C@H:11]2[CH2:10][NH:9]1)=[O:7])([CH3:4])([CH3:2])[CH3:3]. The yield is 0.640.